Task: Predict which catalyst facilitates the given reaction.. Dataset: Catalyst prediction with 721,799 reactions and 888 catalyst types from USPTO (1) Reactant: [CH2:1]([N:5]([CH2:52][CH:53]([CH3:55])[CH3:54])[C:6]1[CH:11]=[CH:10][C:9]([C:12]2[CH:17]=[CH:16][CH:15]=[CH:14][C:13]=2[C:18]2[N:19]=[N:20][N:21](C(C3C=CC=CC=3)(C3C=CC=CC=3)C3C=CC=CC=3)[N:22]=2)=[CH:8][C:7]=1[NH:42][C:43]([NH:45][C:46]1[N:51]=[CH:50][CH:49]=[CH:48][N:47]=1)=[O:44])[CH:2]([CH3:4])[CH3:3].C(O)(C(F)(F)F)=O. Product: [CH2:1]([N:5]([CH2:52][CH:53]([CH3:55])[CH3:54])[C:6]1[CH:11]=[CH:10][C:9]([C:12]2[CH:17]=[CH:16][CH:15]=[CH:14][C:13]=2[C:18]2[NH:22][N:21]=[N:20][N:19]=2)=[CH:8][C:7]=1[NH:42][C:43]([NH:45][C:46]1[N:51]=[CH:50][CH:49]=[CH:48][N:47]=1)=[O:44])[CH:2]([CH3:4])[CH3:3]. The catalyst class is: 2. (2) Reactant: [Si]([C:8]1[S:9][C:10]([CH2:37][CH2:38][CH3:39])=[C:11]([CH2:13][C@H:14]2[C@@H:18]([CH2:19][O:20][Si](C(C)(C)C)(C)C)[O:17][C:16]([CH3:29])([CH3:28])[N:15]2[C:30]([O:32][C:33]([CH3:36])([CH3:35])[CH3:34])=[O:31])[N:12]=1)(C(C)(C)C)(C)C.CCCC[N+](CCCC)(CCCC)CCCC.[F-]. Product: [OH:20][CH2:19][C@H:18]1[O:17][C:16]([CH3:29])([CH3:28])[N:15]([C:30]([O:32][C:33]([CH3:34])([CH3:35])[CH3:36])=[O:31])[C@H:14]1[CH2:13][C:11]1[N:12]=[CH:8][S:9][C:10]=1[CH2:37][CH2:38][CH3:39]. The catalyst class is: 1. (3) Reactant: [C:1]([O:5][C:6]([N:8]1[C:16]2[C:11](=[CH:12][CH:13]=[C:14]([CH2:17][C:18]3[CH:23]=[CH:22][C:21]([F:24])=[CH:20][CH:19]=3)[CH:15]=2)[C:10]([CH3:26])([CH3:25])[CH2:9]1)=[O:7])([CH3:4])([CH3:3])[CH3:2].[Br:27]N1C(=O)CCC1=O. Product: [C:1]([O:5][C:6]([N:8]1[C:16]2[C:11](=[CH:12][C:13]([Br:27])=[C:14]([CH2:17][C:18]3[CH:23]=[CH:22][C:21]([F:24])=[CH:20][CH:19]=3)[CH:15]=2)[C:10]([CH3:26])([CH3:25])[CH2:9]1)=[O:7])([CH3:4])([CH3:2])[CH3:3]. The catalyst class is: 23.